This data is from Full USPTO retrosynthesis dataset with 1.9M reactions from patents (1976-2016). The task is: Predict the reactants needed to synthesize the given product. (1) Given the product [CH3:15][C:14]1[CH:13]=[CH:12][C:7]2[C:6]([OH:8])=[CH:5][CH:4]=[CH:3][C:2]=2[N:1]=1, predict the reactants needed to synthesize it. The reactants are: [NH2:1][C:2]1[C:3](Br)=[CH:4][C:5](Br)=[C:6]([OH:8])[CH:7]=1.Cl.[CH:12](=O)/[CH:13]=[CH:14]/[CH3:15].NC1C=CC=CC=1.C([O-])(O)=O.[Na+]. (2) Given the product [CH3:16][O:15][N:14]([CH3:13])[C:10]([C:6]1[CH:5]=[C:4]2[C:9](=[CH:8][CH:7]=1)[NH:1][N:2]=[CH:3]2)=[O:12], predict the reactants needed to synthesize it. The reactants are: [NH:1]1[C:9]2[C:4](=[CH:5][C:6]([C:10]([OH:12])=O)=[CH:7][CH:8]=2)[CH:3]=[N:2]1.[CH3:13][NH:14][O:15][CH3:16].C(N(CC)CC)C.C(Cl)CCl.